From a dataset of Catalyst prediction with 721,799 reactions and 888 catalyst types from USPTO. Predict which catalyst facilitates the given reaction. (1) Reactant: [Cl-].[Li+].[CH3:3][O:4][C:5]([CH2:7]P(OC)(OC)=O)=[O:6].C1CCN2C(=NCCC2)CC1.[CH3:25][C:26]([C:28]1[CH:33]=[CH:32][CH:31]=[C:30]([O:34][CH2:35][C:36]2[CH:41]=[CH:40][CH:39]=[CH:38][CH:37]=2)[CH:29]=1)=O. Product: [C:36]1([CH2:35][O:34][C:30]2[CH:29]=[C:28](/[C:26](/[CH3:25])=[CH:7]/[C:5]([O:4][CH3:3])=[O:6])[CH:33]=[CH:32][CH:31]=2)[CH:37]=[CH:38][CH:39]=[CH:40][CH:41]=1. The catalyst class is: 210. (2) Product: [CH2:1]([N:5]([CH2:26][CH3:27])[C:6]1[C:7]2[CH:15]([CH3:28])[C:14](=[O:16])[N:13]([C:17]3[C:22]([CH3:23])=[CH:21][C:20]([CH3:24])=[CH:19][C:18]=3[CH3:25])[C:8]=2[N:9]=[C:10]([CH3:12])[N:11]=1)[CH2:2][CH2:3][CH3:4]. The catalyst class is: 1. Reactant: [CH2:1]([N:5]([CH2:26][CH3:27])[C:6]1[C:7]2[CH2:15][C:14](=[O:16])[N:13]([C:17]3[C:22]([CH3:23])=[CH:21][C:20]([CH3:24])=[CH:19][C:18]=3[CH3:25])[C:8]=2[N:9]=[C:10]([CH3:12])[N:11]=1)[CH2:2][CH2:3][CH3:4].[CH3:28][Si]([N-][Si](C)(C)C)(C)C.[Li+].CI. (3) Reactant: [Cl:1][C:2]1[CH:33]=[N:32][C:5]2=[N:6][C:7]([N:19]3[CH2:22][CH:21]([N:23](C)[C:24](=O)OC(C)(C)C)[CH2:20]3)=[C:8]([NH:10][CH2:11][CH:12](OCC)OCC)[N:9]=[C:4]2[CH:3]=1.CC1C=CC(S(O)(=O)=O)=CC=1.O.C([O-])(O)=O.[Na+]. Product: [Cl:1][C:2]1[CH:33]=[N:32][C:5]2[N:6]=[C:7]([N:19]3[CH2:20][CH:21]([NH:23][CH3:24])[CH2:22]3)[C:8]3[N:9]([CH:12]=[CH:11][N:10]=3)[C:4]=2[CH:3]=1. The catalyst class is: 41. (4) Reactant: [F:1][C:2]1[CH:3]=[C:4]([OH:11])[C:5]([N+:8]([O-:10])=[O:9])=[CH:6][CH:7]=1.[CH2:12](Br)[C:13]1[CH:18]=[CH:17][CH:16]=[CH:15][CH:14]=1.C(=O)([O-])[O-].[K+].[K+]. Product: [CH2:12]([O:11][C:4]1[CH:3]=[C:2]([F:1])[CH:7]=[CH:6][C:5]=1[N+:8]([O-:10])=[O:9])[C:13]1[CH:18]=[CH:17][CH:16]=[CH:15][CH:14]=1. The catalyst class is: 10. (5) Reactant: [CH3:1][O:2][C:3]1[CH:50]=[C:49]([O:51][CH3:52])[CH:48]=[CH:47][C:4]=1[CH2:5][NH:6][C:7]1[C:8]2[CH:15]=[CH:14][N:13]([C@H:16]3[C@@H:20]4[O:21][C:22]([CH3:25])([CH3:24])[O:23][C@@H:19]4[C@@H:18]([CH2:26][N:27]([CH:44]([CH3:46])[CH3:45])[CH:28]4[CH2:31][CH:30]([CH2:32][CH2:33][C:34]([O:36]CC5C=CC=CC=5)=[O:35])[CH2:29]4)[O:17]3)[C:9]=2[N:10]=[CH:11][N:12]=1.O[Li].O. Product: [CH3:1][O:2][C:3]1[CH:50]=[C:49]([O:51][CH3:52])[CH:48]=[CH:47][C:4]=1[CH2:5][NH:6][C:7]1[C:8]2[CH:15]=[CH:14][N:13]([C@H:16]3[C@@H:20]4[O:21][C:22]([CH3:24])([CH3:25])[O:23][C@@H:19]4[C@@H:18]([CH2:26][N:27]([CH:44]([CH3:45])[CH3:46])[CH:28]4[CH2:29][CH:30]([CH2:32][CH2:33][C:34]([OH:36])=[O:35])[CH2:31]4)[O:17]3)[C:9]=2[N:10]=[CH:11][N:12]=1. The catalyst class is: 87.